This data is from Full USPTO retrosynthesis dataset with 1.9M reactions from patents (1976-2016). The task is: Predict the reactants needed to synthesize the given product. (1) Given the product [F:2][C:3]1[CH:4]=[C:5]([S:9]([C:12]2[CH:13]=[C:14]3[C:19](=[CH:20][CH:21]=2)[C@H:18]([CH2:22][NH:23][C:42]([CH2:43][O:44][C:45](=[O:47])[CH3:46])=[O:41])[CH2:17][CH2:16][CH2:15]3)(=[O:11])=[O:10])[CH:6]=[CH:7][CH:8]=1, predict the reactants needed to synthesize it. The reactants are: Cl.[F:2][C:3]1[CH:4]=[C:5]([S:9]([C:12]2[CH:13]=[C:14]3[C:19](=[CH:20][CH:21]=2)[CH:18]([CH2:22][NH2:23])[CH2:17][CH2:16][CH2:15]3)(=[O:11])=[O:10])[CH:6]=[CH:7][CH:8]=1.ON1C2C=CC=CC=2N=N1.C(N(CC)CC)C.[O:41]=[C:42](C)[CH2:43][O:44][C:45](=[O:47])[CH3:46]. (2) The reactants are: [H-].[Na+].[CH3:3][N:4]1[CH2:8][CH2:7][NH:6][C:5]1=[O:9].Br[CH2:11][CH2:12][CH2:13][NH:14][C:15](=[O:21])[O:16][C:17]([CH3:20])([CH3:19])[CH3:18]. Given the product [C:17]([O:16][C:15](=[O:21])[NH:14][CH2:13][CH2:12][CH2:11][N:6]1[CH2:7][CH2:8][N:4]([CH3:3])[C:5]1=[O:9])([CH3:20])([CH3:19])[CH3:18], predict the reactants needed to synthesize it. (3) Given the product [F:3][C:4]1[C:5]([C:36]2[CH:41]=[CH:40][C:39]([F:42])=[CH:38][C:37]=2[O:43][CH3:44])=[CH:6][C:7]([NH:10][C:11]2[CH:16]=[C:15]([CH2:17][S:18]([CH2:26][CH2:27][NH:28][C:29](=[O:35])[O:30][C:31]([CH3:34])([CH3:33])[CH3:32])(=[NH:19])=[O:45])[CH:14]=[CH:13][N:12]=2)=[N:8][CH:9]=1, predict the reactants needed to synthesize it. The reactants are: [OH-].[K+].[F:3][C:4]1[C:5]([C:36]2[CH:41]=[CH:40][C:39]([F:42])=[CH:38][C:37]=2[O:43][CH3:44])=[CH:6][C:7]([NH:10][C:11]2[CH:16]=[C:15]([CH2:17][S:18]([CH2:26][CH2:27][NH:28][C:29](=[O:35])[O:30][C:31]([CH3:34])([CH3:33])[CH3:32])=[N:19]C(=O)C(F)(F)F)[CH:14]=[CH:13][N:12]=2)=[N:8][CH:9]=1.[OH:45]OS([O-])=O.[K+]. (4) Given the product [C:1]([O:4][C@H:5]1[C@H:10]([O:11][C:12](=[O:14])[CH3:13])[C@@H:9]([O:15][C:16](=[O:18])[CH3:17])[C@H:8]([C:19]2[CH:24]=[CH:23][C:22]([Cl:25])=[C:21]([CH2:26][C:27]3[CH:32]=[CH:31][C:30]([C:33](=[O:45])[CH3:34])=[CH:29][CH:28]=3)[CH:20]=2)[O:7][C@@H:6]1[CH2:39][O:40][C:41](=[O:43])[CH3:42])(=[O:3])[CH3:2], predict the reactants needed to synthesize it. The reactants are: [C:1]([O:4][C@H:5]1[C@H:10]([O:11][C:12](=[O:14])[CH3:13])[C@@H:9]([O:15][C:16](=[O:18])[CH3:17])[C@H:8]([C:19]2[CH:24]=[CH:23][C:22]([Cl:25])=[C:21]([CH2:26][C:27]3[CH:32]=[CH:31][C:30]([C:33]#[C:34][Si](C)(C)C)=[CH:29][CH:28]=3)[CH:20]=2)[O:7][C@@H:6]1[CH2:39][O:40][C:41](=[O:43])[CH3:42])(=[O:3])[CH3:2].C(O)=[O:45]. (5) Given the product [Cl:1][C:2]1[CH:3]=[C:4]([CH:26]=[C:27]([F:29])[CH:28]=1)[CH2:5][C:6]1[S:7][C:8]2[C:14]([C:15]3[CH:16]=[C:17]([CH:23]=[CH:24][CH:25]=3)[C:18]([OH:20])=[O:19])=[CH:13][CH:12]=[CH:11][C:9]=2[CH:10]=1.[Cl:30][C:31]1[CH:32]=[C:33]([CH:53]=[C:54]([F:56])[CH:55]=1)[CH2:34][C:35]1[S:36][C:37]2[C:43]([C:44]3[CH:45]=[C:46]([CH:50]=[CH:51][CH:52]=3)[C:47]([NH:61][CH2:60][CH2:59][C:58]#[N:57])=[O:48])=[CH:42][CH:41]=[CH:40][C:38]=2[CH:39]=1, predict the reactants needed to synthesize it. The reactants are: [Cl:1][C:2]1[CH:3]=[C:4]([CH:26]=[C:27]([F:29])[CH:28]=1)[CH2:5][C:6]1[S:7][C:8]2[C:14]([C:15]3[CH:16]=[C:17]([CH:23]=[CH:24][CH:25]=3)[C:18]([O:20]CC)=[O:19])=[CH:13][CH:12]=[CH:11][C:9]=2[CH:10]=1.[Cl:30][C:31]1[CH:32]=[C:33]([CH:53]=[C:54]([F:56])[CH:55]=1)[CH2:34][C:35]1[S:36][C:37]2[C:43]([C:44]3[CH:45]=[C:46]([CH:50]=[CH:51][CH:52]=3)[C:47](O)=[O:48])=[CH:42][CH:41]=[CH:40][C:38]=2[CH:39]=1.[NH2:57][CH2:58][CH2:59][C:60]#[N:61].